This data is from hERG Central: cardiac toxicity at 1µM, 10µM, and general inhibition. The task is: Predict hERG channel inhibition at various concentrations. (1) Results: hERG_inhib (hERG inhibition (general)): blocker. The drug is COc1ccc(CCNC/C=C/c2ccccc2)cc1.Cl. (2) The molecule is CN(C)C1(CNC(=O)c2cc(S(=O)(=O)N(C)Cc3ccccc3)ccc2Cl)CCCCC1. Results: hERG_inhib (hERG inhibition (general)): blocker. (3) The drug is COCCCC1CCN(Cc2cn[nH]c2-c2cc(OC)c(OC)c(OC)c2)CC1. Results: hERG_inhib (hERG inhibition (general)): blocker. (4) The drug is COc1ccc(CNC(=O)C2CCCN(Cc3nc(-c4cccc(C)c4)oc3C)C2)cc1. Results: hERG_inhib (hERG inhibition (general)): blocker. (5) The drug is CC(C)Oc1ccc(C(=O)NCC(=O)N2CCN(S(=O)(=O)/C=C/c3ccccc3)CC2)cc1. Results: hERG_inhib (hERG inhibition (general)): blocker. (6) The drug is O=C(CN1CCN(Cc2ccccc2)CC1)NC(c1ccccc1)c1ccccc1.O=C(O)C(=O)O. Results: hERG_inhib (hERG inhibition (general)): blocker. (7) The compound is C/C=C\C=C\C(=O)N1CC2(CC(c3cccc(NC(=O)COc4ccc(Cl)cc4)c3)=NO2)C[C@H]1C(N)=O. Results: hERG_inhib (hERG inhibition (general)): blocker.